Task: Predict the product of the given reaction.. Dataset: Forward reaction prediction with 1.9M reactions from USPTO patents (1976-2016) (1) Given the reactants CO[C:3]([C:5]1[CH:14]=[C:13]2[C:8]([CH2:9][CH2:10][C:11]3[N:12]2[C:15]([C:26]2[S:27][CH:28]=[CH:29][CH:30]=2)=[N:16][C:17]=3[C:18](=[O:25])[N:19]([C:21]([CH3:24])([CH3:23])[CH3:22])[CH3:20])=[CH:7][C:6]=1[O:31][CH3:32])=[O:4].O.[NH2:34][NH2:35], predict the reaction product. The product is: [C:21]([N:19]([CH3:20])[C:18]([C:17]1[N:16]=[C:15]([C:26]2[S:27][CH:28]=[CH:29][CH:30]=2)[N:12]2[C:13]3[C:8](=[CH:7][C:6]([O:31][CH3:32])=[C:5]([C:3]([NH:34][NH2:35])=[O:4])[CH:14]=3)[CH2:9][CH2:10][C:11]=12)=[O:25])([CH3:24])([CH3:23])[CH3:22]. (2) Given the reactants [NH:1]([C:8](=[O:43])[C:9]([C:20]1[CH:42]=[CH:41][C:23]([C:24]([NH:26][C:27]2[CH:32]=[CH:31][CH:30]=[CH:29][C:28]=2[NH:33]C(=O)OC(C)(C)C)=[O:25])=[CH:22][CH:21]=1)([C:11]([NH:13][C:14]1[CH:19]=[CH:18][CH:17]=[CH:16][CH:15]=1)=[O:12])[CH3:10])[C:2]1[CH:7]=[CH:6][CH:5]=[CH:4][CH:3]=1.FC(F)(F)C(O)=O, predict the reaction product. The product is: [NH2:33][C:28]1[CH:29]=[CH:30][CH:31]=[CH:32][C:27]=1[NH:26][C:24]([C:23]1[CH:41]=[CH:42][C:20]([C:9]([CH3:10])([C:8]([NH:1][C:2]2[CH:3]=[CH:4][CH:5]=[CH:6][CH:7]=2)=[O:43])[C:11]([NH:13][C:14]2[CH:19]=[CH:18][CH:17]=[CH:16][CH:15]=2)=[O:12])=[CH:21][CH:22]=1)=[O:25].